This data is from Full USPTO retrosynthesis dataset with 1.9M reactions from patents (1976-2016). The task is: Predict the reactants needed to synthesize the given product. (1) Given the product [NH2:23][C:22]1[C:2]([Cl:1])=[C:3]([CH:19]=[CH:20][CH:21]=1)[CH2:4][N:5]1[CH2:10][CH2:9][N:8]([C:11]([CH:13]2[CH2:17][CH2:16][CH2:15][CH2:14]2)=[O:12])[C@@H:7]([CH3:18])[CH2:6]1, predict the reactants needed to synthesize it. The reactants are: [Cl:1][C:2]1[C:22]([N+:23]([O-])=O)=[CH:21][CH:20]=[CH:19][C:3]=1[CH2:4][N:5]1[CH2:10][CH2:9][N:8]([C:11]([CH:13]2[CH2:17][CH2:16][CH2:15][CH2:14]2)=[O:12])[C@@H:7]([CH3:18])[CH2:6]1.C([O-])=O.[NH4+]. (2) Given the product [NH2:8][CH2:9][CH2:10][C:11]1[C:20](=[O:21])[C:19]2[C:14]([C:13](=[O:22])[CH:12]=1)=[CH:15][CH:16]=[CH:17][CH:18]=2, predict the reactants needed to synthesize it. The reactants are: C(OC([NH:8][CH2:9][CH2:10][C:11]1[C:20](=[O:21])[C:19]2[C:14](=[CH:15][CH:16]=[CH:17][CH:18]=2)[C:13](=[O:22])[CH:12]=1)=O)(C)(C)C.C(Cl)Cl.C(O)(C(F)(F)F)=O.Cl. (3) Given the product [Cl:1][C:2]1[CH:3]=[CH:4][C:5]([NH:8][C:9](=[O:29])[C:10]2[CH:15]=[C:14]([CH:30]=[CH2:31])[CH:13]=[CH:12][C:11]=2[NH:17][C:18]([CH:20]2[CH2:25][CH2:24][N:23]([CH:26]([CH3:28])[CH3:27])[CH2:22][CH2:21]2)=[O:19])=[N:6][CH:7]=1, predict the reactants needed to synthesize it. The reactants are: [Cl:1][C:2]1[CH:3]=[CH:4][C:5]([NH:8][C:9](=[O:29])[C:10]2[CH:15]=[C:14](I)[CH:13]=[CH:12][C:11]=2[NH:17][C:18]([CH:20]2[CH2:25][CH2:24][N:23]([CH:26]([CH3:28])[CH3:27])[CH2:22][CH2:21]2)=[O:19])=[N:6][CH:7]=1.[C:30]1([As](C2C=CC=CC=2)C2C=CC=CC=2)C=CC=C[CH:31]=1.C([Sn](CCCC)(CCCC)C=C)CCC.